This data is from Forward reaction prediction with 1.9M reactions from USPTO patents (1976-2016). The task is: Predict the product of the given reaction. Given the reactants [CH2:1]([O:8][C:9]1[CH:14]=[CH:13][C:12]([CH2:15][C:16]#[N:17])=[CH:11][C:10]=1[O:18][CH3:19])[C:2]1[CH:7]=[CH:6][CH:5]=[CH:4][CH:3]=1.[OH-].[Na+].Br[CH2:23][CH2:24][CH2:25]Br, predict the reaction product. The product is: [CH2:1]([O:8][C:9]1[CH:14]=[CH:13][C:12]([C:15]2([C:16]#[N:17])[CH2:25][CH2:24][CH2:23]2)=[CH:11][C:10]=1[O:18][CH3:19])[C:2]1[CH:7]=[CH:6][CH:5]=[CH:4][CH:3]=1.